This data is from Full USPTO retrosynthesis dataset with 1.9M reactions from patents (1976-2016). The task is: Predict the reactants needed to synthesize the given product. Given the product [C:16]([S:18][CH2:15][CH:11]([CH:7]1[C:8]2[C:4](=[CH:3][C:2]([Br:1])=[CH:10][CH:9]=2)[CH2:5][CH2:6]1)[C:12]([OH:14])=[O:13])(=[O:19])[CH3:17], predict the reactants needed to synthesize it. The reactants are: [Br:1][C:2]1[CH:3]=[C:4]2[C:8](=[CH:9][CH:10]=1)[CH:7]([C:11](=[CH2:15])[C:12]([OH:14])=[O:13])[CH2:6][CH2:5]2.[C:16]([OH:19])(=[S:18])[CH3:17].